This data is from Forward reaction prediction with 1.9M reactions from USPTO patents (1976-2016). The task is: Predict the product of the given reaction. (1) Given the reactants [F:1][C:2]1[CH:20]=[CH:19][C:5]([CH2:6][NH:7][C@H:8]2[C@H:13]3[O:14][C@H:10]([CH2:11][CH2:12]3)[C@H:9]2[C:15]([O:17]C)=O)=[CH:4][C:3]=1[CH3:21].[CH3:22][S:23]([NH:26][C:27]1[CH:42]=[CH:41][C:30]2[NH:31][C:32]([CH2:37][C:38](O)=[O:39])=[N:33][S:34](=[O:36])(=[O:35])[C:29]=2[CH:28]=1)(=[O:25])=[O:24].CN1CCOCC1.Cl.CN(C)CCCN=C=NCC.Cl, predict the reaction product. The product is: [F:1][C:2]1[CH:20]=[CH:19][C:5]([CH2:6][N:7]2[C:38](=[O:39])[C:37]([C:32]3[NH:31][C:30]4[CH:41]=[CH:42][C:27]([NH:26][S:23]([CH3:22])(=[O:25])=[O:24])=[CH:28][C:29]=4[S:34](=[O:36])(=[O:35])[N:33]=3)=[C:15]([OH:17])[C@H:9]3[C@@H:8]2[C@H:13]2[O:14][C@@H:10]3[CH2:11][CH2:12]2)=[CH:4][C:3]=1[CH3:21]. (2) Given the reactants [F:1][C:2]([F:55])([F:54])[C:3]1[CH:4]=[C:5]([CH:47]=[C:48]([C:50]([F:53])([F:52])[F:51])[CH:49]=1)[CH2:6][N:7]([CH2:25][C:26]1[C:27]([C:36]2[CH:41]=[C:40]([CH:42]([CH3:44])[CH3:43])[CH:39]=[CH:38][C:37]=2[O:45][CH3:46])=[N:28][C:29]2[C:34]([CH:35]=1)=[CH:33][CH:32]=[CH:31][CH:30]=2)[C:8]1[N:13]=[CH:12][C:11]([N:14]2[CH2:19][CH2:18][CH:17]([C:20]([O:22]CC)=[O:21])[CH2:16][CH2:15]2)=[CH:10][N:9]=1.[OH-].[Na+].C(OCC)C.Cl, predict the reaction product. The product is: [F:55][C:2]([F:1])([F:54])[C:3]1[CH:4]=[C:5]([CH:47]=[C:48]([C:50]([F:52])([F:53])[F:51])[CH:49]=1)[CH2:6][N:7]([CH2:25][C:26]1[C:27]([C:36]2[CH:41]=[C:40]([CH:42]([CH3:44])[CH3:43])[CH:39]=[CH:38][C:37]=2[O:45][CH3:46])=[N:28][C:29]2[C:34]([CH:35]=1)=[CH:33][CH:32]=[CH:31][CH:30]=2)[C:8]1[N:13]=[CH:12][C:11]([N:14]2[CH2:19][CH2:18][CH:17]([C:20]([OH:22])=[O:21])[CH2:16][CH2:15]2)=[CH:10][N:9]=1.